From a dataset of Reaction yield outcomes from USPTO patents with 853,638 reactions. Predict the reaction yield, written as a fraction of the theoretical maximum amount of product (1.0 means a 100% yield; for example, 0.34 means a 34% yield). The reactants are [CH2:1]([N:8](C)[CH2:9][CH2:10][NH:11][C:12](=[O:18])[O:13][C:14]([CH3:17])([CH3:16])[CH3:15])C1C=CC=CC=1. The catalyst is [Pd].CO. The product is [CH3:1][NH:8][CH2:9][CH2:10][NH:11][C:12](=[O:18])[O:13][C:14]([CH3:16])([CH3:15])[CH3:17]. The yield is 0.683.